This data is from CYP1A2 inhibition data for predicting drug metabolism from PubChem BioAssay. The task is: Regression/Classification. Given a drug SMILES string, predict its absorption, distribution, metabolism, or excretion properties. Task type varies by dataset: regression for continuous measurements (e.g., permeability, clearance, half-life) or binary classification for categorical outcomes (e.g., BBB penetration, CYP inhibition). Dataset: cyp1a2_veith. (1) The compound is COc1ccc(N(Cc2c(C(F)(F)F)nn(C)c2Cl)S(=O)(=O)c2ccccc2)cc1. The result is 0 (non-inhibitor). (2) The compound is Oc1oc(-c2ccccc2)nc1C=Nc1ccccc1. The result is 1 (inhibitor). (3) The drug is Cc1cnc(CNc2ccnc(-c3cccc(NS(C)(=O)=O)c3)n2)cn1. The result is 1 (inhibitor).